From a dataset of Catalyst prediction with 721,799 reactions and 888 catalyst types from USPTO. Predict which catalyst facilitates the given reaction. (1) Reactant: Cl[C:2]1[CH:7]=[CH:6][C:5]([O:8][CH3:9])=[CH:4][CH:3]=1.[CH2:10]([NH2:16])[CH2:11][CH2:12][CH2:13][CH2:14][CH3:15].CC(C)([O-])C.[Na+]. Product: [CH2:10]([NH:16][C:2]1[CH:7]=[CH:6][C:5]([O:8][CH3:9])=[CH:4][CH:3]=1)[CH2:11][CH2:12][CH2:13][CH2:14][CH3:15]. The catalyst class is: 222. (2) Reactant: [CH3:1][O:2][C:3]1[CH:4]=[CH:5][C:6]2[N:7]([C:9]([C:12]([O:14]CC)=O)=[N:10][N:11]=2)[CH:8]=1.Cl.Cl.[F:19][C:20]([F:38])([F:37])[C:21]1[CH:22]=[C:23]([CH:31]2[CH2:36][CH2:35][NH:34][CH2:33][CH2:32]2)[CH:24]=[C:25]([C:27]([F:30])([F:29])[F:28])[CH:26]=1.F[P-](F)(F)(F)(F)F.N1(O[P+](N(C)C)(N(C)C)N(C)C)C2C=CC=CC=2N=N1.C(N(C(C)C)CC)(C)C. Product: [F:38][C:20]([F:19])([F:37])[C:21]1[CH:22]=[C:23]([CH:31]2[CH2:36][CH2:35][N:34]([C:12]([C:9]3[N:7]4[CH:8]=[C:3]([O:2][CH3:1])[CH:4]=[CH:5][C:6]4=[N:11][N:10]=3)=[O:14])[CH2:33][CH2:32]2)[CH:24]=[C:25]([C:27]([F:29])([F:30])[F:28])[CH:26]=1. The catalyst class is: 20. (3) Reactant: [NH2:1][C:2]1[C:7]([CH3:8])=[CH:6][C:5]([N:9]([CH2:12][CH3:13])[CH2:10][CH3:11])=[CH:4][C:3]=1[S:14]S(=O)(=O)O.[OH:19][C:20]1[C:29]2[C:24](=[CH:25][CH:26]=[C:27]([OH:30])[CH:28]=2)[CH:23]=[CH:22][CH:21]=1.[Cr](O[Cr]([O-])(=O)=O)([O-])(=O)=O.[K+].[K+].Cl. Product: [CH2:10]([N:9]([CH2:12][CH3:13])[C:5]1[CH:4]=[C:3]2[C:2](=[C:7]([CH3:8])[CH:6]=1)[N:1]=[C:23]1[C:22](=[CH:21][C:20](=[O:19])[C:29]3[CH:28]=[C:27]([OH:30])[CH:26]=[CH:25][C:24]=31)[S:14]2)[CH3:11]. The catalyst class is: 376. (4) Reactant: [C:1]1([CH:7]([NH:9][C:10]2[CH:15]=[CH:14][C:13](B3[O:20][C:19]([CH3:22])(C)C(C)(C)O3)=[CH:12][CH:11]=2)[CH3:8])[CH:6]=[CH:5][CH:4]=[CH:3][CH:2]=1.I[C:26]1[C:34]2[C:29](=[N:30][CH:31]=[N:32][C:33]=2[NH2:35])[N:28]([C@H:36]2[CH2:41][CH2:40][C@@H:39]([N:42]3[CH2:47][CH2:46][N:45]([CH3:48])[CH2:44][CH2:43]3)[CH2:38][CH2:37]2)[N:27]=1.O.[C:50](=[O:53])([O-])[O-:51].[Na+].[Na+]. Product: [C:19]([OH:51])(=[O:20])[CH3:22].[C:50]([OH:51])(=[O:53])[CH3:1].[CH3:48][N:45]1[CH2:46][CH2:47][N:42]([C@@H:39]2[CH2:38][CH2:37][C@H:36]([N:28]3[C:29]4=[N:30][CH:31]=[N:32][C:33]([NH2:35])=[C:34]4[C:26]([C:13]4[CH:12]=[CH:11][C:10]([NH:9][CH:7]([C:1]5[CH:2]=[CH:3][CH:4]=[CH:5][CH:6]=5)[CH3:8])=[CH:15][CH:14]=4)=[N:27]3)[CH2:41][CH2:40]2)[CH2:43][CH2:44]1. The catalyst class is: 108. (5) Reactant: [CH3:1][C:2]1[CH:3]=[C:4]([C:8]2[O:12][N:11]=[C:10]([CH:13]([N:15]3[CH2:20][CH2:19][NH:18][CH2:17][CH2:16]3)[CH3:14])[N:9]=2)[CH:5]=[CH:6][CH:7]=1.CCN(CC)CC.[CH2:28]([O:30][C:31](Cl)=[O:32])[CH3:29]. Product: [CH2:28]([O:30][C:31]([N:18]1[CH2:17][CH2:16][N:15]([CH:13]([C:10]2[N:9]=[C:8]([C:4]3[CH:5]=[CH:6][CH:7]=[C:2]([CH3:1])[CH:3]=3)[O:12][N:11]=2)[CH3:14])[CH2:20][CH2:19]1)=[O:32])[CH3:29]. The catalyst class is: 4. (6) Reactant: C(OC([N:8]([C:16]1[C:20]2[CH:21]=[C:22]([Cl:39])[C:23]([CH2:25][O:26][C:27]3[CH:32]=[CH:31][C:30]([O:33][C:34]([F:37])([F:36])[F:35])=[C:29]([Cl:38])[CH:28]=3)=[CH:24][C:19]=2[O:18][N:17]=1)C(=O)OC(C)(C)C)=O)(C)(C)C.FC(F)(F)C(O)=O. Product: [Cl:39][C:22]1[C:23]([CH2:25][O:26][C:27]2[CH:32]=[CH:31][C:30]([O:33][C:34]([F:35])([F:36])[F:37])=[C:29]([Cl:38])[CH:28]=2)=[CH:24][C:19]2[O:18][N:17]=[C:16]([NH2:8])[C:20]=2[CH:21]=1. The catalyst class is: 2. (7) Reactant: FC(F)(F)C(O)=O.C(OC([NH:15][N:16]([C:30]1[CH:35]=[C:34]([Cl:36])[CH:33]=[CH:32][C:31]=1[Cl:37])[C:17]([CH:19]1[C:24](=O)[C@@:23]2([CH3:29])[C:26]([CH3:28])([CH3:27])[C@@H:20]1[CH2:21][CH2:22]2)=[O:18])=O)(C)(C)C. Product: [Cl:37][C:31]1[CH:32]=[CH:33][C:34]([Cl:36])=[CH:35][C:30]=1[N:16]1[C:17](=[O:18])[C:19]2[C@@H:20]3[C:26]([CH3:27])([CH3:28])[C@@:23]([CH3:29])([CH2:22][CH2:21]3)[C:24]=2[NH:15]1. The catalyst class is: 4. (8) Reactant: [NH:1]1[C:10]2[C:5](=[CH:6][CH:7]=[CH:8][CH:9]=2)[CH2:4][CH2:3][C:2]1=[O:11].[Br:12]N1C(=O)CCC1=O.O.CCOCC. Product: [Br:12][C:7]1[CH:6]=[C:5]2[C:10](=[CH:9][CH:8]=1)[NH:1][C:2](=[O:11])[CH2:3][CH2:4]2. The catalyst class is: 3. (9) Reactant: [CH:1]([O:4][C:5]1[CH:10]=[CH:9][C:8]([C:11]2[NH:12][C:13](=O)[C:14]3[O:19][C:18]4[CH:20]=[CH:21][CH:22]=[CH:23][C:17]=4[C:15]=3[N:16]=2)=[CH:7][CH:6]=1)([CH3:3])[CH3:2].O=P(Cl)(Cl)[Cl:27]. Product: [Cl:27][C:13]1[C:14]2[O:19][C:18]3[CH:20]=[CH:21][CH:22]=[CH:23][C:17]=3[C:15]=2[N:16]=[C:11]([C:8]2[CH:9]=[CH:10][C:5]([O:4][CH:1]([CH3:3])[CH3:2])=[CH:6][CH:7]=2)[N:12]=1. The catalyst class is: 12.